The task is: Predict the product of the given reaction.. This data is from Forward reaction prediction with 1.9M reactions from USPTO patents (1976-2016). (1) Given the reactants [S:1]1[C:5]2=[N:6][CH:7]=[CH:8][CH:9]=[C:4]2[CH:3]=[C:2]1[CH2:10]O.S1C2C(=[N:16]C=CC=2)C=C1CN, predict the reaction product. The product is: [S:1]1[C:5]2=[N:6][CH:7]=[CH:8][CH:9]=[C:4]2[CH:3]=[C:2]1[CH2:10][NH2:16]. (2) Given the reactants [OH:1][C:2]1[CH:11]=[C:10]2[C:5]([C:6](=[O:18])[CH:7]=[C:8]([C:12]3[CH:17]=[CH:16][CH:15]=[CH:14][CH:13]=3)[O:9]2)=[CH:4][CH:3]=1.Br[CH2:20][CH2:21][OH:22].C([O-])([O-])=O.[K+].[K+].[H-].[Na+].[CH2:31](Br)[C:32]#[CH:33], predict the reaction product. The product is: [C:12]1([C:8]2[O:9][C:10]3[C:5]([C:6](=[O:18])[CH:7]=2)=[CH:4][CH:3]=[C:2]([O:1][CH2:20][CH2:21][O:22][CH2:33][C:32]#[CH:31])[CH:11]=3)[CH:17]=[CH:16][CH:15]=[CH:14][CH:13]=1.